Dataset: Full USPTO retrosynthesis dataset with 1.9M reactions from patents (1976-2016). Task: Predict the reactants needed to synthesize the given product. (1) Given the product [CH3:1][C:2]1[CH:3]=[CH:4][C:5]([S:8]([O:11][CH2:12][CH2:13][O:14][CH2:15][CH2:16][O:17][CH2:18][CH2:19][O:20][CH2:21][CH2:22][O:23][CH2:24][CH2:25][O:26][CH2:27][CH2:28][O:29][CH:46]2[CH2:45][CH2:44][CH2:43][CH2:42][O:37]2)(=[O:9])=[O:10])=[CH:6][CH:7]=1, predict the reactants needed to synthesize it. The reactants are: [CH3:1][C:2]1[CH:7]=[CH:6][C:5]([S:8]([O:11][CH2:12][CH2:13][O:14][CH2:15][CH2:16][O:17][CH2:18][CH2:19][O:20][CH2:21][CH2:22][O:23][CH2:24][CH2:25][O:26][CH2:27][CH2:28][OH:29])(=[O:10])=[O:9])=[CH:4][CH:3]=1.[C:44]1(C)[CH:45]=[CH:46]C(S([O-])(=[O:37])=[O:37])=[CH:42][CH:43]=1.[NH+]1[CH:46]=[CH:45][CH:44]=[CH:43][CH:42]=1. (2) Given the product [CH2:1]([O:8][CH2:9][CH2:10][O:11][C:12]1[CH:17]=[CH:16][C:15]([NH:18][C:19](=[O:29])[CH2:20][C:21]2[CH:26]=[CH:25][C:24]([B:37]3[O:38][C:39]([CH3:41])([CH3:40])[C:35]([CH3:51])([CH3:34])[O:36]3)=[CH:23][C:22]=2[F:28])=[CH:14][C:13]=1[C:30]([F:33])([F:32])[F:31])[C:2]1[CH:7]=[CH:6][CH:5]=[CH:4][CH:3]=1, predict the reactants needed to synthesize it. The reactants are: [CH2:1]([O:8][CH2:9][CH2:10][O:11][C:12]1[CH:17]=[CH:16][C:15]([NH:18][C:19](=[O:29])[CH2:20][C:21]2[CH:26]=[CH:25][C:24](Br)=[CH:23][C:22]=2[F:28])=[CH:14][C:13]=1[C:30]([F:33])([F:32])[F:31])[C:2]1[CH:7]=[CH:6][CH:5]=[CH:4][CH:3]=1.[CH3:34][C:35]1([CH3:51])[C:39]([CH3:41])([CH3:40])[O:38][B:37]([B:37]2[O:38][C:39]([CH3:41])([CH3:40])[C:35]([CH3:51])([CH3:34])[O:36]2)[O:36]1.C([O-])(=O)C.[K+]. (3) Given the product [F:24][C:4]1[CH:3]=[C:2]([NH:1][C:25]([NH:42][C:41]2[CH:43]=[CH:44][CH:45]=[CH:46][C:40]=2[C:39]([F:47])([F:48])[F:38])=[O:26])[CH:7]=[CH:6][C:5]=1[C:8]1[CH:16]=[CH:15][C:14]([C:17]2[NH:18][C:19]([CH3:22])=[CH:20][N:21]=2)=[C:13]2[C:9]=1[CH2:10][NH:11][C:12]2=[O:23], predict the reactants needed to synthesize it. The reactants are: [NH2:1][C:2]1[CH:7]=[CH:6][C:5]([C:8]2[CH:16]=[CH:15][C:14]([C:17]3[NH:18][C:19]([CH3:22])=[CH:20][N:21]=3)=[C:13]3[C:9]=2[CH2:10][NH:11][C:12]3=[O:23])=[C:4]([F:24])[CH:3]=1.[C:25](Cl)(=O)[O:26]C1C=CC([N+]([O-])=O)=CC=1.[F:38][C:39]([F:48])([F:47])[C:40]1[CH:46]=[CH:45][CH:44]=[CH:43][C:41]=1[NH2:42].C([O-])(O)=O.[Na+]. (4) Given the product [NH:33]1[C:41]2[C:36](=[C:37]([C:42]3[CH:50]=[C:49]4[C:45]([CH:46]=[N:47][NH:48]4)=[C:44]([NH:57][C:6]([C:2]4[NH:1][CH:5]=[CH:4][N:3]=4)=[O:8])[CH:43]=3)[CH:38]=[CH:39][CH:40]=2)[CH:35]=[CH:34]1, predict the reactants needed to synthesize it. The reactants are: [NH:1]1[CH:5]=[CH:4][N:3]=[C:2]1[C:6]([OH:8])=O.CN(C(ON1N=NC2C=CC=NC1=2)=[N+](C)C)C.F[P-](F)(F)(F)(F)F.[NH:33]1[C:41]2[C:36](=[C:37]([C:42]3[CH:43]=[C:44]([NH2:57])[C:45]4[C:49]([CH:50]=3)=[N:48][N:47](C3CCCCO3)[CH:46]=4)[CH:38]=[CH:39][CH:40]=2)[CH:35]=[CH:34]1.CCN(C(C)C)C(C)C.N. (5) Given the product [I:18][C:17]1[C:16]([C:19](=[O:48])[N:20]([CH3:47])[CH2:21][CH:22]([O:43][C:44](=[O:46])[CH3:45])[CH:23]([O:39][C:40](=[O:42])[CH3:41])[CH:24]([O:35][C:36](=[O:38])[CH3:37])[CH:25]([O:31][C:32](=[O:34])[CH3:33])[CH2:26][O:27][C:28](=[O:30])[CH3:29])=[C:15]([I:49])[C:14]([C:50](=[O:79])[N:51]([CH3:78])[CH2:52][CH:53]([O:74][C:75](=[O:77])[CH3:76])[CH:54]([O:70][C:71](=[O:73])[CH3:72])[CH:55]([O:66][C:67](=[O:69])[CH3:68])[CH:56]([O:62][C:63](=[O:65])[CH3:64])[CH2:57][O:58][C:59](=[O:61])[CH3:60])=[C:13]([I:80])[C:12]=1[NH:11][C:10]([CH2:9][O:8][CH2:7][C:6]([OH:82])=[O:5])=[O:81], predict the reactants needed to synthesize it. The reactants are: C([O:5][C:6](=[O:82])[CH2:7][O:8][CH2:9][C:10](=[O:81])[NH:11][C:12]1[C:17]([I:18])=[C:16]([C:19](=[O:48])[N:20]([CH3:47])[CH2:21][CH:22]([O:43][C:44](=[O:46])[CH3:45])[CH:23]([O:39][C:40](=[O:42])[CH3:41])[CH:24]([O:35][C:36](=[O:38])[CH3:37])[CH:25]([O:31][C:32](=[O:34])[CH3:33])[CH2:26][O:27][C:28](=[O:30])[CH3:29])[C:15]([I:49])=[C:14]([C:50](=[O:79])[N:51]([CH3:78])[CH2:52][CH:53]([O:74][C:75](=[O:77])[CH3:76])[CH:54]([O:70][C:71](=[O:73])[CH3:72])[CH:55]([O:66][C:67](=[O:69])[CH3:68])[CH:56]([O:62][C:63](=[O:65])[CH3:64])[CH2:57][O:58][C:59](=[O:61])[CH3:60])[C:13]=1[I:80])(C)(C)C.FC(F)(F)C(O)=O. (6) Given the product [Br:1][C:2]1[CH:7]=[CH:6][C:5]([CH2:8][Br:16])=[C:4]([S:10]([CH3:13])(=[O:12])=[O:11])[CH:3]=1, predict the reactants needed to synthesize it. The reactants are: [Br:1][C:2]1[CH:7]=[CH:6][C:5]([CH2:8]O)=[C:4]([S:10]([CH3:13])(=[O:12])=[O:11])[CH:3]=1.P(Br)(Br)([Br:16])=O.P(Br)(Br)Br. (7) Given the product [Cl:1][C:2]1[CH:7]=[CH:6][C:5](/[CH:8]=[CH:9]/[C:10]([N:12]2[CH2:13][CH2:14][CH:15]([CH2:18][C:19]([N:53]3[CH2:58][CH2:57][O:56][CH2:55][CH2:54]3)=[O:21])[CH2:16][CH2:17]2)=[O:11])=[C:4]([CH2:22][N:23]2[N:27]=[N:26][C:25]([CH3:28])=[N:24]2)[CH:3]=1, predict the reactants needed to synthesize it. The reactants are: [Cl:1][C:2]1[CH:7]=[CH:6][C:5](/[CH:8]=[CH:9]/[C:10]([N:12]2[CH2:17][CH2:16][CH:15]([CH2:18][C:19]([OH:21])=O)[CH2:14][CH2:13]2)=[O:11])=[C:4]([CH2:22][N:23]2[N:27]=[N:26][C:25]([CH3:28])=[N:24]2)[CH:3]=1.CN(C(ON1N=NC2C=CC=NC1=2)=[N+](C)C)C.F[P-](F)(F)(F)(F)F.[NH:53]1[CH2:58][CH2:57][O:56][CH2:55][CH2:54]1.CCN(C(C)C)C(C)C. (8) Given the product [CH:18]1([NH:17][C:13]2[N:12]=[C:11]([C:10]3[C:9]([C:23]4[CH:24]=[CH:25][C:26]([F:29])=[CH:27][CH:28]=4)=[N:8][N:7]4[C:2]([CH3:35])=[C:3]([C:30]([O:32][CH2:33][CH3:34])=[O:31])[CH:4]=[CH:5][C:6]=34)[CH:16]=[CH:15][N:14]=2)[CH2:19][CH2:20][CH2:21][CH2:22]1, predict the reactants needed to synthesize it. The reactants are: Cl[C:2]1[N:7]2[N:8]=[C:9]([C:23]3[CH:28]=[CH:27][C:26]([F:29])=[CH:25][CH:24]=3)[C:10]([C:11]3[CH:16]=[CH:15][N:14]=[C:13]([NH:17][CH:18]4[CH2:22][CH2:21][CH2:20][CH2:19]4)[N:12]=3)=[C:6]2[CH:5]=[CH:4][C:3]=1[C:30]([O:32][CH2:33][CH3:34])=[O:31].[CH3:35][Zn]C. (9) Given the product [NH2:5][C:4](=[S:6])[C:3]([C:1]#[N:2])=[CH:7][C:9]1[CH:14]=[CH:13][C:12]([N:15]2[CH2:20][CH2:19][N:18]([C:21]([O:23][C:24]([CH3:27])([CH3:25])[CH3:26])=[O:22])[CH2:17][CH2:16]2)=[CH:11][C:10]=1[N+:28]([O-:30])=[O:29], predict the reactants needed to synthesize it. The reactants are: [C:1]([CH2:3][C:4](=[S:6])[NH2:5])#[N:2].[CH:7]([C:9]1[CH:14]=[CH:13][C:12]([N:15]2[CH2:20][CH2:19][N:18]([C:21]([O:23][C:24]([CH3:27])([CH3:26])[CH3:25])=[O:22])[CH2:17][CH2:16]2)=[CH:11][C:10]=1[N+:28]([O-:30])=[O:29])=O.